Dataset: Full USPTO retrosynthesis dataset with 1.9M reactions from patents (1976-2016). Task: Predict the reactants needed to synthesize the given product. Given the product [F:6][CH:5]([F:7])[CH:4]([OH:3])[CH2:9][N+:10]([O-:12])=[O:11], predict the reactants needed to synthesize it. The reactants are: C([O:3][CH:4](O)[CH:5]([F:7])[F:6])C.[CH3:9][N+:10]([O-:12])=[O:11].C([O-])([O-])=O.[Na+].[Na+].